From a dataset of Forward reaction prediction with 1.9M reactions from USPTO patents (1976-2016). Predict the product of the given reaction. (1) Given the reactants [NH2:1][C:2]1[N:7]=[C:6]([C:8]2[N:12]3[CH:13]=[CH:14][CH:15]=[CH:16][C:11]3=[N:10][CH:9]=2)[CH:5]=[CH:4][N:3]=1.Br[C:18]1[CH:34]=[CH:33][C:21]([C:22]([C:24]2[CH:29]=[CH:28][CH:27]=[C:26]([O:30][CH2:31][CH3:32])[CH:25]=2)=[O:23])=[CH:20][CH:19]=1, predict the reaction product. The product is: [CH2:31]([O:30][C:26]1[CH:25]=[C:24]([CH:29]=[CH:28][CH:27]=1)[C:22]([C:21]1[CH:20]=[CH:19][C:18]([NH:1][C:2]2[N:7]=[C:6]([C:8]3[N:12]4[CH:13]=[CH:14][CH:15]=[CH:16][C:11]4=[N:10][CH:9]=3)[CH:5]=[CH:4][N:3]=2)=[CH:34][CH:33]=1)=[O:23])[CH3:32]. (2) Given the reactants [N:1]1[CH:6]=[CH:5][CH:4]=[C:3](B(O)O)[CH:2]=1.C(=O)([O-])[O-].[Na+].[Na+].C(Cl)Cl.FC(F)(F)S(O[C:25]1[CH:30]=[CH:29][CH:28]=[C:27]([C@:31]2([OH:48])[C:38]3[N:34]([CH:35]=[N:36][CH:37]=3)[C@@H:33]([C:39]3[CH:44]=[CH:43][C:42]([C:45]#[N:46])=[CH:41][C:40]=3[F:47])[CH2:32]2)[CH:26]=1)(=O)=O, predict the reaction product. The product is: [F:47][C:40]1[CH:41]=[C:42]([CH:43]=[CH:44][C:39]=1[C@@H:33]1[N:34]2[CH:35]=[N:36][CH:37]=[C:38]2[C@@:31]([OH:48])([C:27]2[CH:26]=[CH:25][CH:30]=[C:29]([C:3]3[CH:2]=[N:1][CH:6]=[CH:5][CH:4]=3)[CH:28]=2)[CH2:32]1)[C:45]#[N:46]. (3) The product is: [Cl:2][C:3]1[N:4]=[CH:5][C:6]([NH:9][C:11]2[CH:16]=[C:15]([F:17])[CH:14]=[CH:13][C:12]=2[N+:18]([O-:20])=[O:19])=[CH:7][CH:8]=1. Given the reactants [Na].[Cl:2][C:3]1[CH:8]=[CH:7][C:6]([NH2:9])=[CH:5][N:4]=1.F[C:11]1[CH:16]=[C:15]([F:17])[CH:14]=[CH:13][C:12]=1[N+:18]([O-:20])=[O:19].C(O)(C)(C)C.Cl, predict the reaction product. (4) Given the reactants [F:1][C:2]([F:13])([F:12])[C:3]1[CH:8]=[CH:7][C:6](B(O)O)=[CH:5][CH:4]=1.Br[C:15]1[CH:22]=[CH:21][C:18]([CH:19]=[O:20])=[CH:17][CH:16]=1.COCCOC.C(=O)([O-])[O-].[Na+].[Na+], predict the reaction product. The product is: [F:1][C:2]([F:13])([F:12])[C:3]1[CH:8]=[CH:7][C:6]([C:15]2[CH:22]=[CH:21][C:18]([CH:19]=[O:20])=[CH:17][CH:16]=2)=[CH:5][CH:4]=1. (5) Given the reactants Br[CH2:2][C:3]1[C:8]2[N:9]=[CH:10][CH:11]=[CH:12][C:7]=2[C:6](=[O:13])[NH:5][N:4]=1.[Cl:14][C:15]1[CH:16]=[C:17]([CH:20]=[C:21]([O:23][C:24]2[C:29](=[O:30])[NH:28][CH:27]=[N:26][C:25]=2[C:31]([F:34])([F:33])[F:32])[CH:22]=1)[C:18]#[N:19].C(=O)([O-])[O-].[K+].[K+], predict the reaction product. The product is: [Cl:14][C:15]1[CH:16]=[C:17]([CH:20]=[C:21]([O:23][C:24]2[C:29](=[O:30])[N:28]([CH2:2][C:3]3[C:8]4[N:9]=[CH:10][CH:11]=[CH:12][C:7]=4[C:6](=[O:13])[NH:5][N:4]=3)[CH:27]=[N:26][C:25]=2[C:31]([F:32])([F:33])[F:34])[CH:22]=1)[C:18]#[N:19]. (6) Given the reactants [CH3:1][N:2]([CH2:4][C:5]1[CH:6]=[C:7]2[C:12](=[CH:13][CH:14]=1)[CH:11]=[C:10]([NH:15][C:16](=[O:22])OC(C)(C)C)[CH:9]=[CH:8]2)[CH3:3].[Cl:23][C:24]1[CH:29]=[CH:28][C:27]([C:30]2[C:31](C(O)=O)=[CH:32][CH:33]=[CH:34][CH:35]=2)=[CH:26][CH:25]=1.CN(C1C=CC=CN=1)C.Cl.C(N=C=NCCCN(C)C)C, predict the reaction product. The product is: [Cl:23][C:24]1[CH:25]=[CH:26][C:27]([C:30]2[CH:31]=[CH:32][C:33]([C:16]([NH:15][C:10]3[CH:9]=[CH:8][C:7]4[C:12](=[CH:13][CH:14]=[C:5]([CH2:4][N:2]([CH3:1])[CH3:3])[CH:6]=4)[CH:11]=3)=[O:22])=[CH:34][CH:35]=2)=[CH:28][CH:29]=1.